This data is from NCI-60 drug combinations with 297,098 pairs across 59 cell lines. The task is: Regression. Given two drug SMILES strings and cell line genomic features, predict the synergy score measuring deviation from expected non-interaction effect. (1) Drug 1: CC1C(C(=O)NC(C(=O)N2CCCC2C(=O)N(CC(=O)N(C(C(=O)O1)C(C)C)C)C)C(C)C)NC(=O)C3=C4C(=C(C=C3)C)OC5=C(C(=O)C(=C(C5=N4)C(=O)NC6C(OC(=O)C(N(C(=O)CN(C(=O)C7CCCN7C(=O)C(NC6=O)C(C)C)C)C)C(C)C)C)N)C. Drug 2: CC1CCC2CC(C(=CC=CC=CC(CC(C(=O)C(C(C(=CC(C(=O)CC(OC(=O)C3CCCCN3C(=O)C(=O)C1(O2)O)C(C)CC4CCC(C(C4)OC)O)C)C)O)OC)C)C)C)OC. Cell line: NCI-H322M. Synergy scores: CSS=21.2, Synergy_ZIP=11.5, Synergy_Bliss=16.1, Synergy_Loewe=9.81, Synergy_HSA=10.0. (2) Drug 1: C1=NC2=C(N=C(N=C2N1C3C(C(C(O3)CO)O)O)F)N. Drug 2: C1CC(=O)NC(=O)C1N2C(=O)C3=CC=CC=C3C2=O. Cell line: MDA-MB-231. Synergy scores: CSS=6.92, Synergy_ZIP=-0.172, Synergy_Bliss=2.32, Synergy_Loewe=-5.10, Synergy_HSA=-1.63. (3) Drug 1: C1CC(=O)NC(=O)C1N2C(=O)C3=CC=CC=C3C2=O. Drug 2: C1CNP(=O)(OC1)N(CCCl)CCCl. Cell line: HCT116. Synergy scores: CSS=5.65, Synergy_ZIP=-1.10, Synergy_Bliss=-17.0, Synergy_Loewe=-2.04, Synergy_HSA=-12.0. (4) Drug 1: CC(CN1CC(=O)NC(=O)C1)N2CC(=O)NC(=O)C2. Drug 2: CC1=C(C(CCC1)(C)C)C=CC(=CC=CC(=CC(=O)O)C)C. Cell line: OVCAR-8. Synergy scores: CSS=20.4, Synergy_ZIP=-5.95, Synergy_Bliss=-1.32, Synergy_Loewe=0.110, Synergy_HSA=0.00543. (5) Drug 1: C1CCN(CC1)CCOC2=CC=C(C=C2)C(=O)C3=C(SC4=C3C=CC(=C4)O)C5=CC=C(C=C5)O. Drug 2: C1=NC(=NC(=O)N1C2C(C(C(O2)CO)O)O)N. Cell line: SR. Synergy scores: CSS=24.1, Synergy_ZIP=2.44, Synergy_Bliss=0.868, Synergy_Loewe=-9.07, Synergy_HSA=-0.397. (6) Drug 1: CNC(=O)C1=CC=CC=C1SC2=CC3=C(C=C2)C(=NN3)C=CC4=CC=CC=N4. Drug 2: CC1=C(N=C(N=C1N)C(CC(=O)N)NCC(C(=O)N)N)C(=O)NC(C(C2=CN=CN2)OC3C(C(C(C(O3)CO)O)O)OC4C(C(C(C(O4)CO)O)OC(=O)N)O)C(=O)NC(C)C(C(C)C(=O)NC(C(C)O)C(=O)NCCC5=NC(=CS5)C6=NC(=CS6)C(=O)NCCC[S+](C)C)O. Cell line: HCT-15. Synergy scores: CSS=5.30, Synergy_ZIP=-2.02, Synergy_Bliss=-2.52, Synergy_Loewe=-7.88, Synergy_HSA=-3.49. (7) Drug 1: CCCS(=O)(=O)NC1=C(C(=C(C=C1)F)C(=O)C2=CNC3=C2C=C(C=N3)C4=CC=C(C=C4)Cl)F. Drug 2: C1=NC2=C(N1)C(=S)N=CN2. Cell line: SK-MEL-5. Synergy scores: CSS=31.3, Synergy_ZIP=-6.31, Synergy_Bliss=-6.99, Synergy_Loewe=-13.1, Synergy_HSA=-5.14.